From a dataset of Full USPTO retrosynthesis dataset with 1.9M reactions from patents (1976-2016). Predict the reactants needed to synthesize the given product. (1) Given the product [Br:10][C:11]1[CH:16]=[CH:15][C:14]([C:4]2[CH:5]=[CH:6][N:1]=[CH:2][CH:3]=2)=[C:13]([CH3:18])[CH:12]=1, predict the reactants needed to synthesize it. The reactants are: [N:1]1[CH:6]=[CH:5][C:4](B(O)O)=[CH:3][CH:2]=1.[Br:10][C:11]1[CH:16]=[CH:15][C:14](I)=[C:13]([CH3:18])[CH:12]=1.P([O-])([O-])([O-])=O.[K+].[K+].[K+].C1(C)C=CC=CC=1. (2) Given the product [CH3:25][N:26]([CH3:30])[C:27]([C:11]1[N:10]([CH3:13])[N:9]=[C:8]([N:3]2[C:2]([CH3:1])=[CH:6][CH:5]=[C:4]2[CH3:7])[CH:12]=1)=[O:28], predict the reactants needed to synthesize it. The reactants are: [CH3:1][C:2]1[N:3]([C:8]2[CH:12]=[CH:11][N:10]([CH3:13])[N:9]=2)[C:4]([CH3:7])=[CH:5][CH:6]=1.[Li]CCCC.CCCCCC.[CH3:25][N:26]([CH3:30])[C:27](Cl)=[O:28]. (3) Given the product [CH:20]([O:22][C:6]1[CH:9]=[C:2]([Br:1])[CH:3]=[CH:4][C:5]=1[O:10][CH2:11][CH:12]([OH:15])[CH2:13][Cl:14])=[O:21], predict the reactants needed to synthesize it. The reactants are: [Br:1][C:2]1[CH:3]=[CH:4][C:5]([O:10][CH2:11][CH:12]([OH:15])[CH2:13][Cl:14])=[C:6]([CH:9]=1)C=O.ClC1C=C(C=CC=1)[C:20]([O:22]O)=[O:21]. (4) Given the product [C:15]1([NH2:16])[C:14]2[C:9](=[CH:10][CH:11]=[N:12][CH:13]=2)[CH:8]=[CH:7][N:6]=1, predict the reactants needed to synthesize it. The reactants are: C([O-])=O.[NH4+].C[N:6](C)/[CH:7]=[CH:8]/[C:9]1[C:14]([C:15]#[N:16])=[CH:13][N:12]=[CH:11][CH:10]=1.CC(O)=O. (5) The reactants are: [Br:1][C:2]1[CH:14]=[CH:13][C:12]([F:15])=[CH:11][C:3]=1[O:4][CH:5]1[CH2:10][CH2:9][NH:8][CH2:7][CH2:6]1.Cl[C:17]1[N:18]=[CH:19][C:20]([C:23]([O:25][CH3:26])=[O:24])=[N:21][CH:22]=1.C(=O)([O-])[O-].[K+].[K+]. Given the product [Br:1][C:2]1[CH:14]=[CH:13][C:12]([F:15])=[CH:11][C:3]=1[O:4][CH:5]1[CH2:6][CH2:7][N:8]([C:17]2[N:18]=[CH:19][C:20]([C:23]([O:25][CH3:26])=[O:24])=[N:21][CH:22]=2)[CH2:9][CH2:10]1, predict the reactants needed to synthesize it. (6) Given the product [F:34][C:30]1[C:29]([CH3:35])=[C:28]([CH:15]([C:16](=[CH2:27])[C:17]([C:19]2[CH:24]=[CH:23][CH:22]=[C:21]([O:25][CH3:26])[CH:20]=2)=[O:18])[C:5](=[CH2:4])[C:6]([C:8]2[CH:13]=[CH:12][CH:11]=[CH:10][C:9]=2[F:14])=[O:7])[CH:33]=[CH:32][CH:31]=1, predict the reactants needed to synthesize it. The reactants are: CN([CH2:4][CH:5]([CH:15]([C:28]1[CH:33]=[CH:32][CH:31]=[C:30]([F:34])[C:29]=1[CH3:35])[C:16](=[CH2:27])[C:17]([C:19]1[CH:24]=[CH:23][CH:22]=[C:21]([O:25][CH3:26])[CH:20]=1)=[O:18])[C:6]([C:8]1[CH:13]=[CH:12][CH:11]=[CH:10][C:9]=1[F:14])=[O:7])C.IC.C(N(C(C)C)CC)(C)C.[OH-].[K+].